From a dataset of Forward reaction prediction with 1.9M reactions from USPTO patents (1976-2016). Predict the product of the given reaction. (1) Given the reactants Br[C:2]1[CH:7]=[CH:6][C:5]([N:8]2[CH:17]=[C:16]3[C:10]([CH2:11][CH2:12][N:13]([CH:18]4[CH2:21][CH2:20][CH2:19]4)[CH2:14][CH2:15]3)=[N:9]2)=[CH:4][CH:3]=1.[CH3:22][N:23]1[CH2:29][C:27](=[O:28])[NH:26][C:24]1=[O:25].C(=O)([O-])[O-].[K+].[K+].CNCCNC, predict the reaction product. The product is: [CH:18]1([N:13]2[CH2:14][CH2:15][C:16]3=[CH:17][N:8]([C:5]4[CH:6]=[CH:7][C:2]([N:26]5[C:27](=[O:28])[CH2:29][N:23]([CH3:22])[C:24]5=[O:25])=[CH:3][CH:4]=4)[N:9]=[C:10]3[CH2:11][CH2:12]2)[CH2:21][CH2:20][CH2:19]1. (2) The product is: [Br:17][CH2:18][CH2:19][O:1][C:2]1[CH:7]=[CH:6][C:5]([C:8](=[O:10])[CH3:9])=[CH:4][CH:3]=1. Given the reactants [OH:1][C:2]1[CH:7]=[CH:6][C:5]([C:8](=[O:10])[CH3:9])=[CH:4][CH:3]=1.C(=O)([O-])[O-].[K+].[K+].[Br:17][CH2:18][CH2:19]Br, predict the reaction product. (3) Given the reactants C(OC([N:8]1[CH2:14][CH2:13][C:12]2[CH:15]=[CH:16][C:17]([NH:19][C:20]3[N:40]=[C:23]4[C:24]([C:28]5[CH:33]=[C:32]([Cl:34])[CH:31]=[CH:30][C:29]=5[O:35][CH2:36][CH:37]([F:39])[F:38])=[CH:25][CH:26]=[CH:27][N:22]4[N:21]=3)=[CH:18][C:11]=2[CH2:10][CH2:9]1)=O)(C)(C)C.FC(F)(F)C(O)=O, predict the reaction product. The product is: [Cl:34][C:32]1[CH:31]=[CH:30][C:29]([O:35][CH2:36][CH:37]([F:39])[F:38])=[C:28]([C:24]2[C:23]3[N:22]([N:21]=[C:20]([NH:19][C:17]4[CH:16]=[CH:15][C:12]5[CH2:13][CH2:14][NH:8][CH2:9][CH2:10][C:11]=5[CH:18]=4)[N:40]=3)[CH:27]=[CH:26][CH:25]=2)[CH:33]=1. (4) Given the reactants C(OC([N:8]1[CH2:12][CH2:11][CH2:10][C@H:9]1[C:13]1[CH:18]=[CH:17][C:16](/[CH:19]=[CH:20]/[C:21]([O:23][CH3:24])=[O:22])=[CH:15][CH:14]=1)=O)(C)(C)C.[ClH:25].C(OCC)C, predict the reaction product. The product is: [ClH:25].[CH3:24][O:23][C:21](=[O:22])/[CH:20]=[CH:19]/[C:16]1[CH:17]=[CH:18][C:13]([C@@H:9]2[CH2:10][CH2:11][CH2:12][NH:8]2)=[CH:14][CH:15]=1. (5) Given the reactants [Br:1][C:2]1[CH:7]=[CH:6][CH:5]=[CH:4][C:3]=1[NH:8][C:9]1[C:18]2[C:13](=[CH:14][CH:15]=[C:16]([C:19]3[CH:24]=[CH:23][CH:22]=[CH:21][CH:20]=3)[CH:17]=2)[N:12]=[CH:11][C:10]=1[N+:25]([O-])=O, predict the reaction product. The product is: [Br:1][C:2]1[CH:7]=[CH:6][CH:5]=[CH:4][C:3]=1[NH:8][C:9]1[C:18]2[C:13](=[CH:14][CH:15]=[C:16]([C:19]3[CH:20]=[CH:21][CH:22]=[CH:23][CH:24]=3)[CH:17]=2)[N:12]=[CH:11][C:10]=1[NH2:25]. (6) Given the reactants C([O:4][CH2:5][C@@H:6]1[C@@H:11]([O:12]C(=O)C)[C@H:10]([O:16]C(=O)C)[C@@:9]([O:21]C(=O)C)([CH3:20])[C@@H:8]([O:25][C:26]2[CH:31]=[CH:30][C:29]([C:32]3[CH:33]=[C:34]4[C:61](=[CH:62][CH:63]=3)[O:60][C@@:37]3([C@@H:42]([O:43]C(=O)C)[C@@H:41]([O:47]C(=O)C)[C@H:40]([O:51]C(=O)C)[C@@H:39]([CH2:55][O:56]C(=O)C)[O:38]3)[CH2:36][CH2:35]4)=[CH:28][C:27]=2[CH3:64])[O:7]1)(=O)C.C[O-].[Na+], predict the reaction product. The product is: [OH:56][CH2:55][C@H:39]1[O:38][C@@:37]2([CH2:36][CH2:35][C:34]3[C:61](=[CH:62][CH:63]=[C:32]([C:29]4[CH:30]=[CH:31][C:26]([O:25][C@@H:8]5[C@:9]([OH:21])([CH3:20])[C@@H:10]([OH:16])[C@H:11]([OH:12])[C@@H:6]([CH2:5][OH:4])[O:7]5)=[C:27]([CH3:64])[CH:28]=4)[CH:33]=3)[O:60]2)[C@@H:42]([OH:43])[C@@H:41]([OH:47])[C@@H:40]1[OH:51]. (7) The product is: [CH3:15][O:14][C:12]([C@@H:7]1[CH2:8][CH2:9][CH2:10][CH2:11][C@H:6]1[C:4](=[O:5])[CH:3]([C:16]1[CH:17]=[CH:18][C:19]([Br:22])=[CH:20][CH:21]=1)[NH:2][C:27](=[O:28])[C:26]1[CH:30]=[CH:31][CH:32]=[C:24]([Cl:23])[CH:25]=1)=[O:13]. Given the reactants Cl.[NH2:2][CH:3]([C:16]1[CH:21]=[CH:20][C:19]([Br:22])=[CH:18][CH:17]=1)[C:4]([C@@H:6]1[CH2:11][CH2:10][CH2:9][CH2:8][C@H:7]1[C:12]([O:14][CH3:15])=[O:13])=[O:5].[Cl:23][C:24]1[CH:25]=[C:26]([CH:30]=[CH:31][CH:32]=1)[C:27](Cl)=[O:28].C(N(CC)C(C)C)(C)C, predict the reaction product. (8) Given the reactants [CH3:1][N:2]([CH:4]([CH2:8][CH2:9][CH3:10])[C:5](O)=O)[CH3:3].S(Cl)(Cl)=O.[C:15]1([NH:21][C:22]2[CH:30]=[CH:29][CH:28]=[CH:27][C:23]=2[C:24]([NH2:26])=[O:25])[CH:20]=[CH:19][CH:18]=[CH:17][CH:16]=1, predict the reaction product. The product is: [CH3:1][N:2]([CH3:3])[CH:4]([CH3:5])[CH2:8][CH2:9][C:10]1[N:21]([C:15]2[CH:20]=[CH:19][CH:18]=[CH:17][CH:16]=2)[C:22]2[C:23]([C:24](=[O:25])[N:26]=1)=[CH:27][CH:28]=[CH:29][CH:30]=2. (9) Given the reactants [Cl:1][C:2]1[CH:3]=[N:4][CH:5]=[C:6]([Cl:20])[C:7]=1[S:8][C:9]1[S:13][C:12]([C:14]([OH:16])=O)=[CH:11][C:10]=1[N+:17]([O-:19])=[O:18].[CH3:21][O:22][C:23]1[CH:24]=[C:25]([CH2:29][NH:30][CH3:31])[CH:26]=[CH:27][CH:28]=1, predict the reaction product. The product is: [Cl:20][C:6]1[CH:5]=[N:4][CH:3]=[C:2]([Cl:1])[C:7]=1[S:8][C:9]1[S:13][C:12]([C:14]([N:30]([CH2:29][C:25]2[CH:26]=[CH:27][CH:28]=[C:23]([O:22][CH3:21])[CH:24]=2)[CH3:31])=[O:16])=[CH:11][C:10]=1[N+:17]([O-:19])=[O:18]. (10) Given the reactants S(Cl)([Cl:3])=O.[F:5][C:6]1[CH:7]=[C:8]([CH2:13]O)[CH:9]=[CH:10][C:11]=1[CH3:12], predict the reaction product. The product is: [Cl:3][CH2:13][C:8]1[CH:9]=[CH:10][C:11]([CH3:12])=[C:6]([F:5])[CH:7]=1.